Dataset: NCI-60 drug combinations with 297,098 pairs across 59 cell lines. Task: Regression. Given two drug SMILES strings and cell line genomic features, predict the synergy score measuring deviation from expected non-interaction effect. (1) Drug 1: C1CCC(CC1)NC(=O)N(CCCl)N=O. Drug 2: C1=NC(=NC(=O)N1C2C(C(C(O2)CO)O)O)N. Cell line: TK-10. Synergy scores: CSS=2.89, Synergy_ZIP=-2.87, Synergy_Bliss=-1.61, Synergy_Loewe=-5.25, Synergy_HSA=-3.22. (2) Drug 1: CC1C(C(CC(O1)OC2CC(CC3=C2C(=C4C(=C3O)C(=O)C5=C(C4=O)C(=CC=C5)OC)O)(C(=O)C)O)N)O.Cl. Drug 2: C(=O)(N)NO. Cell line: SN12C. Synergy scores: CSS=17.0, Synergy_ZIP=-6.00, Synergy_Bliss=1.67, Synergy_Loewe=-11.4, Synergy_HSA=0.970. (3) Drug 1: CC1OCC2C(O1)C(C(C(O2)OC3C4COC(=O)C4C(C5=CC6=C(C=C35)OCO6)C7=CC(=C(C(=C7)OC)O)OC)O)O. Drug 2: C1C(C(OC1N2C=NC3=C(N=C(N=C32)Cl)N)CO)O. Cell line: SNB-19. Synergy scores: CSS=23.8, Synergy_ZIP=0.845, Synergy_Bliss=1.38, Synergy_Loewe=1.34, Synergy_HSA=3.52. (4) Drug 1: CC1=CC=C(C=C1)C2=CC(=NN2C3=CC=C(C=C3)S(=O)(=O)N)C(F)(F)F. Drug 2: C1CN1C2=NC(=NC(=N2)N3CC3)N4CC4. Cell line: IGROV1. Synergy scores: CSS=17.0, Synergy_ZIP=4.97, Synergy_Bliss=-0.515, Synergy_Loewe=-7.69, Synergy_HSA=-0.634. (5) Drug 1: CC1=C2C(C(=O)C3(C(CC4C(C3C(C(C2(C)C)(CC1OC(=O)C(C(C5=CC=CC=C5)NC(=O)OC(C)(C)C)O)O)OC(=O)C6=CC=CC=C6)(CO4)OC(=O)C)O)C)O. Drug 2: CS(=O)(=O)CCNCC1=CC=C(O1)C2=CC3=C(C=C2)N=CN=C3NC4=CC(=C(C=C4)OCC5=CC(=CC=C5)F)Cl. Cell line: UO-31. Synergy scores: CSS=20.6, Synergy_ZIP=-1.82, Synergy_Bliss=2.35, Synergy_Loewe=4.92, Synergy_HSA=5.02. (6) Drug 1: C1=CC(=CC=C1C#N)C(C2=CC=C(C=C2)C#N)N3C=NC=N3. Drug 2: C1=NC(=NC(=O)N1C2C(C(C(O2)CO)O)O)N. Cell line: BT-549. Synergy scores: CSS=28.6, Synergy_ZIP=-7.47, Synergy_Bliss=-0.137, Synergy_Loewe=-3.99, Synergy_HSA=-1.94. (7) Drug 1: C1=NC2=C(N1)C(=S)N=CN2. Drug 2: C1=NNC2=C1C(=O)NC=N2. Cell line: MALME-3M. Synergy scores: CSS=16.0, Synergy_ZIP=-7.36, Synergy_Bliss=1.27, Synergy_Loewe=-17.3, Synergy_HSA=0.873.